From a dataset of Catalyst prediction with 721,799 reactions and 888 catalyst types from USPTO. Predict which catalyst facilitates the given reaction. (1) Reactant: [NH2:1][CH2:2][CH2:3][CH2:4][C@@H:5]([CH2:9][C:10]1[N:11]=[CH:12][N:13]2[C:22]3[C:17](=[CH:18][CH:19]=[CH:20][CH:21]=3)[CH2:16][CH2:15][C:14]=12)[C:6]([OH:8])=[O:7].[C:23](=O)([O:34][CH2:35][C:36]1[O:37][C:38](=[O:47])[O:39][C:40]=1[C:41]1[CH:46]=[CH:45][CH:44]=[CH:43][CH:42]=1)[O:24]C1C=CC([N+]([O-])=O)=CC=1. Product: [CH:12]1[N:13]2[C:22]3[C:17]([CH2:16][CH2:15][C:14]2=[C:10]([CH2:9][C@H:5]([CH2:4][CH2:3][CH2:2][NH:1][C:23]([O:34][CH2:35][C:36]2[O:37][C:38](=[O:47])[O:39][C:40]=2[C:41]2[CH:42]=[CH:43][CH:44]=[CH:45][CH:46]=2)=[O:24])[C:6]([OH:8])=[O:7])[N:11]=1)=[CH:18][CH:19]=[CH:20][CH:21]=3. The catalyst class is: 391. (2) Reactant: O[C:2]([CH3:36])([CH3:35])[CH2:3][NH:4][C:5]([C:7]1[NH:8][C:9]([C:12]2[CH:17]=[C:16]([O:18][C:19]3[CH:24]=[CH:23][C:22]([S:25]([CH3:28])(=[O:27])=[O:26])=[CH:21][CH:20]=3)[CH:15]=[C:14]([O:29][C@@H:30]([CH3:34])[CH2:31][O:32][CH3:33])[CH:13]=2)=[CH:10][CH:11]=1)=[O:6].CS(O)(=O)=O.C(N(CC)CC)C.C(=O)([O-])O.[Na+]. Product: [CH3:33][O:32][CH2:31][C@H:30]([CH3:34])[O:29][C:14]1[CH:13]=[C:12]([C:9]2[NH:8][C:7]([C:5]3[O:6][C:2]([CH3:35])([CH3:36])[CH2:3][N:4]=3)=[CH:11][CH:10]=2)[CH:17]=[C:16]([O:18][C:19]2[CH:20]=[CH:21][C:22]([S:25]([CH3:28])(=[O:26])=[O:27])=[CH:23][CH:24]=2)[CH:15]=1. The catalyst class is: 7. (3) Reactant: [F:1][C:2]([F:31])([F:30])[C:3]([CH2:18][C:19]1([CH3:29])[C:28]2[C:23](=[CH:24][CH:25]=[CH:26][CH:27]=2)[CH2:22][CH2:21][CH2:20]1)([OH:17])[CH:4]=[N:5][C:6]1[CH:15]=[CH:14][CH:13]=[C:12]2[C:7]=1[CH:8]=[CH:9][C:10]([CH3:16])=[N:11]2.C(O[BH-](OC(=O)C)OC(=O)C)(=O)C.[Na+].C(=O)([O-])[O-].[Na+].[Na+].C(OCC)(=O)C. Product: [F:31][C:2]([F:1])([F:30])[C:3]([CH2:18][C:19]1([CH3:29])[C:28]2[C:23](=[CH:24][CH:25]=[CH:26][CH:27]=2)[CH2:22][CH2:21][CH2:20]1)([OH:17])[CH2:4][NH:5][C:6]1[CH:15]=[CH:14][CH:13]=[C:12]2[C:7]=1[CH:8]=[CH:9][C:10]([CH3:16])=[N:11]2. The catalyst class is: 15.